This data is from Full USPTO retrosynthesis dataset with 1.9M reactions from patents (1976-2016). The task is: Predict the reactants needed to synthesize the given product. (1) Given the product [CH2:11]([OH:12])[C@@H:9]([OH:10])[C@@H:7]([OH:8])[C@H:5]([OH:6])[C@@H:3]([OH:4])[CH:2]=[O:1].[OH2:1], predict the reactants needed to synthesize it. The reactants are: [O:1]=[CH:2][C@@H:3]([C@H:5]([C@@H:7]([C@@H:9]([CH2:11][OH:12])[OH:10])[OH:8])[OH:6])[OH:4]. (2) Given the product [S:16]1[C:20]2[CH:21]=[CH:22][CH:23]=[CH:24][C:19]=2[C:18]([CH2:25][N:2]2[C:33]([C:29]3[S:30][CH:31]=[CH:32][C:28]=3[CH3:27])=[C:4]3[C:3]([N:8]([CH2:9][CH:10]([CH3:11])[CH3:12])[C:7](=[O:13])[N:6]([CH3:14])[C:5]3=[O:15])=[N:1]2)=[CH:17]1, predict the reactants needed to synthesize it. The reactants are: [NH:1]([C:3]1[N:8]([CH2:9][CH:10]([CH3:12])[CH3:11])[C:7](=[O:13])[N:6]([CH3:14])[C:5](=[O:15])[CH:4]=1)[NH2:2].[S:16]1[C:20]2[CH:21]=[CH:22][CH:23]=[CH:24][C:19]=2[C:18]([CH:25]=O)=[CH:17]1.[CH3:27][C:28]1[CH:32]=[CH:31][S:30][C:29]=1[CH:33]=O. (3) Given the product [OH:1][C:2]1[CH:9]=[CH:8][CH:7]=[CH:6][C:3]=1[CH2:4][P:13](=[O:17])([O:14][CH2:15][CH3:16])[O:12][CH2:10][CH3:11], predict the reactants needed to synthesize it. The reactants are: [OH:1][C:2]1[CH:9]=[CH:8][CH:7]=[CH:6][C:3]=1[CH2:4]O.[CH2:10]([O:12][P:13]([O:17]CC)[O:14][CH2:15][CH3:16])[CH3:11]. (4) Given the product [CH2:37]([O:44][C:17](=[O:27])[NH:13][C:5]1[CH:4]=[N:3][C:2]([CH3:1])=[CH:10][CH:9]=1)[C:38]1[CH:43]=[CH:42][CH:41]=[CH:40][CH:39]=1, predict the reactants needed to synthesize it. The reactants are: [CH3:1][C:2]1[CH:10]=[CH:9][C:5](C(O)=O)=[CH:4][N:3]=1.CC[N:13]([CH:17](C)C)C(C)C.C1(P(N=[N+]=[N-])(C2C=CC=CC=2)=[O:27])C=CC=CC=1.[CH2:37]([OH:44])[C:38]1[CH:43]=[CH:42][CH:41]=[CH:40][CH:39]=1. (5) Given the product [OH:16][C:11]1[CH:12]=[C:13]([CH3:15])[CH:14]=[C:9]([OH:8])[C:10]=1[C:24](=[O:26])[CH2:25][CH2:39][C:34]1[CH:33]=[CH:32][C:31]2[CH2:30][CH:29]([O:28][CH3:27])[CH2:38][CH2:37][C:36]=2[CH:35]=1, predict the reactants needed to synthesize it. The reactants are: C([O:8][C:9]1[CH:14]=[C:13]([CH3:15])[CH:12]=[C:11]([O:16]CC2C=CC=CC=2)[C:10]=1[C:24](=[O:26])[CH3:25])C1C=CC=CC=1.[CH3:27][O:28][C:29]1[CH:30]=[C:31]2[C:36](=[CH:37][CH:38]=1)[CH:35]=[C:34]([CH:39]=O)[CH:33]=[CH:32]2.